From a dataset of Forward reaction prediction with 1.9M reactions from USPTO patents (1976-2016). Predict the product of the given reaction. Given the reactants Cl.Cl.[CH3:3][N:4]([CH3:12])[CH:5]1[CH2:9][C:8]([CH3:11])([CH3:10])[NH:7][CH2:6]1.[Cl:13][C:14]1[N:19]=[C:18]([N:20]([C:36]([O:38][C:39]([CH3:42])([CH3:41])[CH3:40])=[O:37])[N:21]([C:29]([O:31][C:32]([CH3:35])([CH3:34])[CH3:33])=[O:30])[C:22]([O:24][C:25]([CH3:28])([CH3:27])[CH3:26])=[O:23])[C:17]([F:43])=[C:16](Cl)[N:15]=1.C(N(CC)C(C)C)(C)C, predict the reaction product. The product is: [Cl:13][C:14]1[N:19]=[C:18]([N:20]([C:36]([O:38][C:39]([CH3:42])([CH3:41])[CH3:40])=[O:37])[N:21]([C:22]([O:24][C:25]([CH3:26])([CH3:27])[CH3:28])=[O:23])[C:29]([O:31][C:32]([CH3:33])([CH3:34])[CH3:35])=[O:30])[C:17]([F:43])=[C:16]([N:7]2[CH2:6][CH:5]([N:4]([CH3:12])[CH3:3])[CH2:9][C:8]2([CH3:11])[CH3:10])[N:15]=1.